Dataset: Peptide-MHC class II binding affinity with 134,281 pairs from IEDB. Task: Regression. Given a peptide amino acid sequence and an MHC pseudo amino acid sequence, predict their binding affinity value. This is MHC class II binding data. (1) The peptide sequence is DPIELNATLSAVA. The MHC is DRB1_0301 with pseudo-sequence DRB1_0301. The binding affinity (normalized) is 0.435. (2) The peptide sequence is GMTGCGNTPIFKSGR. The MHC is DRB1_0401 with pseudo-sequence DRB1_0401. The binding affinity (normalized) is 0.0923. (3) The peptide sequence is AQNGVQAMSSLGSSL. The MHC is DRB1_1201 with pseudo-sequence DRB1_1201. The binding affinity (normalized) is 0.290. (4) The peptide sequence is ENGEWAIDFCPGVIRRHHG. The MHC is HLA-DPA10103-DPB10401 with pseudo-sequence HLA-DPA10103-DPB10401. The binding affinity (normalized) is 0.308. (5) The peptide sequence is DCSEYPKPDCTAEDR. The MHC is DRB1_0802 with pseudo-sequence DRB1_0802. The binding affinity (normalized) is 0.0530. (6) The peptide sequence is LNWITKVIMGAVLIW. The MHC is DRB1_1302 with pseudo-sequence DRB1_1302. The binding affinity (normalized) is 0.420.